From a dataset of Retrosynthesis with 50K atom-mapped reactions and 10 reaction types from USPTO. Predict the reactants needed to synthesize the given product. (1) Given the product Cc1cnc(NS(=O)(=O)c2cccc(Cl)c2Cl)c(OCc2ncccc2C)n1, predict the reactants needed to synthesize it. The reactants are: Cc1cccnc1CO.Cc1cnc(NS(=O)(=O)c2cccc(Cl)c2Cl)c(Br)n1. (2) Given the product O=C(NCc1ncc(C(F)(F)F)cc1Cl)c1ccco1, predict the reactants needed to synthesize it. The reactants are: NCc1ncc(C(F)(F)F)cc1Cl.O=C(Cl)c1ccco1. (3) Given the product CCOC(=O)C(Oc1ccccc1OC)c1ccccc1, predict the reactants needed to synthesize it. The reactants are: CCOC(=O)C(Br)c1ccccc1.COc1ccccc1O. (4) Given the product N#CCc1ccccc1NC(=O)c1cccnc1, predict the reactants needed to synthesize it. The reactants are: N#CCc1ccccc1N.O=C(Cl)c1cccnc1. (5) Given the product O=C(NCC(=O)N1CCN(C(=O)c2ccccc2C(F)(F)F)CC1)c1cc(-c2cccc(O)c2)on1, predict the reactants needed to synthesize it. The reactants are: O=C(NCC(=O)N1CCN(C(=O)c2ccccc2C(F)(F)F)CC1)c1cc(-c2cccc(OCc3ccccc3)c2)on1.